This data is from Forward reaction prediction with 1.9M reactions from USPTO patents (1976-2016). The task is: Predict the product of the given reaction. (1) Given the reactants [CH3:1][N:2]1[C:6]2[CH:7]=[CH:8][C:9]([N:11]3[CH:16]=[C:15]([C:17]([O:19][CH2:20][CH3:21])=[O:18])[C:14](=[O:22])[NH:13][C:12]3=[O:23])=[CH:10][C:5]=2[N:4]([CH3:24])[C:3]1=[O:25].[Br:26][C:27]1[CH:35]=[C:34]2[C:30]([CH2:31][CH2:32][CH:33]2O)=[C:29]([C:37]([F:40])([F:39])[F:38])[CH:28]=1, predict the reaction product. The product is: [Br:26][C:27]1[CH:35]=[C:34]2[C:30]([CH2:31][CH2:32][CH:33]2[N:13]2[C:14](=[O:22])[C:15]([C:17]([O:19][CH2:20][CH3:21])=[O:18])=[CH:16][N:11]([C:9]3[CH:8]=[CH:7][C:6]4[N:2]([CH3:1])[C:3](=[O:25])[N:4]([CH3:24])[C:5]=4[CH:10]=3)[C:12]2=[O:23])=[C:29]([C:37]([F:38])([F:39])[F:40])[CH:28]=1. (2) Given the reactants Cl[CH2:2][Si:3]([CH3:11])([CH3:10])[C:4]1[CH:9]=[CH:8][CH:7]=[CH:6][CH:5]=1.[I-].[Na+].[CH:14]1([NH2:17])[CH2:16][CH2:15]1, predict the reaction product. The product is: [CH3:10][Si:3]([CH2:2][NH:17][CH:14]1[CH2:16][CH2:15]1)([CH3:11])[C:4]1[CH:9]=[CH:8][CH:7]=[CH:6][CH:5]=1. (3) Given the reactants [N+:1]([C:4]1[C:5]([NH2:29])=[N:6][C:7]([NH:10][CH2:11][CH:12]2[CH2:17][CH2:16][N:15]([S:18]([CH2:21][CH2:22][C:23]3[CH:28]=[CH:27][CH:26]=[CH:25][CH:24]=3)(=[O:20])=[O:19])[CH2:14][CH2:13]2)=[CH:8][CH:9]=1)([O-])=O.[H][H].N[C:33]1C=CN=C(N)C=1N.N1C2C(=NC=CC=2)N=C1.Cl.[OH-].[Na+], predict the reaction product. The product is: [NH:1]1[C:4]2[C:5](=[N:6][C:7]([NH:10][CH2:11][CH:12]3[CH2:17][CH2:16][N:15]([S:18]([CH2:21][CH2:22][C:23]4[CH:28]=[CH:27][CH:26]=[CH:25][CH:24]=4)(=[O:20])=[O:19])[CH2:14][CH2:13]3)=[CH:8][CH:9]=2)[N:29]=[CH:33]1. (4) Given the reactants [NH2:1][C:2]1[CH:3]=[CH:4][C:5]([CH3:21])=[C:6]([C:8]2[CH:13]=[CH:12][C:11]([C:14]([NH:16][CH2:17][CH:18]3[CH2:20][CH2:19]3)=[O:15])=[CH:10][CH:9]=2)[CH:7]=1.[N:22]1([C:28]2[CH:37]=[C:36]([C:38](O)=[O:39])[C:35]3[C:30](=[CH:31][CH:32]=[CH:33][CH:34]=3)[N:29]=2)[CH2:27][CH2:26][CH2:25][CH2:24][CH2:23]1, predict the reaction product. The product is: [CH:18]1([CH2:17][NH:16][C:14]([C:11]2[CH:12]=[CH:13][C:8]([C:6]3[C:5]([CH3:21])=[CH:4][CH:3]=[C:2]([NH:1][C:38]([C:36]4[C:35]5[C:30](=[CH:31][CH:32]=[CH:33][CH:34]=5)[N:29]=[C:28]([N:22]5[CH2:27][CH2:26][CH2:25][CH2:24][CH2:23]5)[CH:37]=4)=[O:39])[CH:7]=3)=[CH:9][CH:10]=2)=[O:15])[CH2:20][CH2:19]1. (5) The product is: [F:11][C:8]1[CH:9]=[CH:10][C:5]([C:3]2[N:18]=[C:16]([CH:15]=[O:14])[S:17][CH:2]=2)=[CH:6][CH:7]=1. Given the reactants Br[CH2:2][C:3]([C:5]1[CH:10]=[CH:9][C:8]([F:11])=[CH:7][CH:6]=1)=O.C([O:14][CH:15](OCC)[C:16]([NH2:18])=[S:17])C, predict the reaction product. (6) Given the reactants [F:1][C:2]1[CH:7]=[C:6]([CH2:8]O)[CH:5]=[CH:4][C:3]=1[CH2:10][CH2:11][C:12]1[N:13]=[C:14]([NH:17][C:18](=[O:20])[CH3:19])[S:15][CH:16]=1.C(N(CC)CC)C.CS([Cl:32])(=O)=O.O, predict the reaction product. The product is: [Cl:32][CH2:8][C:6]1[CH:5]=[CH:4][C:3]([CH2:10][CH2:11][C:12]2[N:13]=[C:14]([NH:17][C:18](=[O:20])[CH3:19])[S:15][CH:16]=2)=[C:2]([F:1])[CH:7]=1. (7) Given the reactants [I-].C([O:4][C:5]([CH:7]1[CH2:12][CH2:11][CH2:10][N+:9]([CH3:14])([CH3:13])[CH2:8]1)=[O:6])C.OS(O)(=O)=O, predict the reaction product. The product is: [CH3:13][N+:9]1([CH3:14])[CH2:10][CH2:11][CH2:12][CH:7]([C:5]([O-:6])=[O:4])[CH2:8]1. (8) Given the reactants Cl[S:2]([C:5]1[CH:6]=[C:7]([CH:41]=[CH:42][CH:43]=1)[C:8]([NH:10][C:11]1[S:12][C:13]2[CH2:40][CH2:39][CH2:38][CH2:37][C:14]=2[C:15]=1[C:16]([NH:18][C:19]1[CH:24]=[CH:23][C:22]([CH2:25][CH2:26][C:27]2[CH:36]=[CH:35][C:30]([C:31]([O:33][CH3:34])=[O:32])=[CH:29][CH:28]=2)=[CH:21][CH:20]=1)=[O:17])=[O:9])(=[O:4])=[O:3].[CH3:44][NH:45][CH2:46][CH:47]([OH:50])[CH2:48][OH:49], predict the reaction product. The product is: [OH:50][CH:47]([CH2:48][OH:49])[CH2:46][N:45]([CH3:44])[S:2]([C:5]1[CH:6]=[C:7]([CH:41]=[CH:42][CH:43]=1)[C:8]([NH:10][C:11]1[S:12][C:13]2[CH2:40][CH2:39][CH2:38][CH2:37][C:14]=2[C:15]=1[C:16]([NH:18][C:19]1[CH:24]=[CH:23][C:22]([CH2:25][CH2:26][C:27]2[CH:36]=[CH:35][C:30]([C:31]([O:33][CH3:34])=[O:32])=[CH:29][CH:28]=2)=[CH:21][CH:20]=1)=[O:17])=[O:9])(=[O:4])=[O:3]. (9) The product is: [NH2:18][C:10]1[CH:11]=[C:12]([CH:16]=[CH:17][C:9]=1[O:8][CH3:7])[C:13]([NH:31][C:30]1[CH:32]=[CH:33][C:27]([F:26])=[CH:28][CH:29]=1)=[O:15]. Given the reactants C(Cl)(=O)C(Cl)=O.[CH3:7][O:8][C:9]1[CH:17]=[CH:16][C:12]([C:13]([OH:15])=O)=[CH:11][C:10]=1[N+:18]([O-])=O.CN(C)C=O.[F:26][C:27]1[CH:33]=[CH:32][C:30]([NH2:31])=[CH:29][CH:28]=1, predict the reaction product. (10) Given the reactants [CH2:1]([N:3]([CH2:9][C:10]1[CH:15]=[C:14]([C:16]([F:19])([F:18])[F:17])[CH:13]=[CH:12][C:11]=1[C:20]1[C:21]([O:32][CH3:33])=[N:22]C=C(C#C[Si](C)(C)C)[CH:25]=1)C(C1CC1)=O)[CH3:2].[O:34]1[CH2:38][CH2:37][CH2:36][CH2:35]1.B.[OH:40]O.[OH-].[Na+].[CH2:44]1[CH2:48][O:47][CH2:46][CH2:45]1, predict the reaction product. The product is: [CH:37]1([C:38]([N:3]([CH2:9][C:10]2[CH:15]=[C:14]([C:16]([F:19])([F:18])[F:17])[CH:13]=[CH:12][C:11]=2[C:20]2[CH:25]=[C:44]([CH2:45][C:46]([OH:40])=[O:47])[CH:48]=[N:22][C:21]=2[O:32][CH3:33])[CH2:1][CH3:2])=[O:34])[CH2:35][CH2:36]1.